Task: Predict the reaction yield, written as a fraction of the theoretical maximum amount of product (1.0 means a 100% yield; for example, 0.34 means a 34% yield).. Dataset: Reaction yield outcomes from USPTO patents with 853,638 reactions (1) The reactants are Br[C:2]1[CH:3]=[N:4][N:5]2[CH:10]=[CH:9][C:8]([N:11]3[CH2:16][CH2:15][N:14]([C:17]([O:19][CH:20]([CH3:22])[CH3:21])=[O:18])[CH2:13][CH2:12]3)=[N:7][C:6]=12.[CH2:23]([O:25][C:26]1[C:31](B(O)O)=[CH:30][CH:29]=[CH:28][N:27]=1)[CH3:24].C([O-])([O-])=O.[K+].[K+].CC#N. The catalyst is CCOC(C)=O.O. The product is [CH2:23]([O:25][C:26]1[C:31]([C:2]2[CH:3]=[N:4][N:5]3[CH:10]=[CH:9][C:8]([N:11]4[CH2:16][CH2:15][N:14]([C:17]([O:19][CH:20]([CH3:22])[CH3:21])=[O:18])[CH2:13][CH2:12]4)=[N:7][C:6]=23)=[CH:30][CH:29]=[CH:28][N:27]=1)[CH3:24]. The yield is 0.680. (2) The reactants are Cl[C:2]1[C:3]2[S:10][CH:9]=[CH:8][C:4]=2[N:5]=[CH:6][N:7]=1.[Cl:11][C:12]1[CH:28]=[CH:27][C:15]([CH2:16][NH:17][C:18]([C:20]2([NH2:26])[CH2:25][CH2:24][NH:23][CH2:22][CH2:21]2)=[O:19])=[CH:14][CH:13]=1.C(N(CC)CC)C. The catalyst is C(O)CCC. The product is [Cl:11][C:12]1[CH:13]=[CH:14][C:15]([CH2:16][NH:17][C:18]([C:20]2([NH2:26])[CH2:21][CH2:22][N:23]([C:2]3[C:3]4[S:10][CH:9]=[CH:8][C:4]=4[N:5]=[CH:6][N:7]=3)[CH2:24][CH2:25]2)=[O:19])=[CH:27][CH:28]=1. The yield is 0.330. (3) The reactants are [CH:1]1([NH:4][C:5]([NH:7][C:8]2[CH:13]=[CH:12][C:11]([C:14]3[C:15]4[CH2:29][NH:28][CH2:27][C:16]=4[N:17]=[C:18]([N:20]4[CH2:25][CH2:24][O:23][CH2:22][C@@H:21]4[CH3:26])[N:19]=3)=[CH:10][CH:9]=2)=[O:6])[CH2:3][CH2:2]1.[CH3:30][N:31]([CH3:36])[CH2:32][C:33](O)=[O:34].CCN(CC)CC.C(Cl)CCl. The catalyst is C(Cl)Cl.CN(C=O)C. The product is [CH:1]1([NH:4][C:5]([NH:7][C:8]2[CH:13]=[CH:12][C:11]([C:14]3[C:15]4[CH2:29][N:28]([C:33](=[O:34])[CH2:32][N:31]([CH3:36])[CH3:30])[CH2:27][C:16]=4[N:17]=[C:18]([N:20]4[CH2:25][CH2:24][O:23][CH2:22][C@@H:21]4[CH3:26])[N:19]=3)=[CH:10][CH:9]=2)=[O:6])[CH2:3][CH2:2]1. The yield is 0.0900. (4) The reactants are [F:1][C:2]([F:50])([F:49])[C:3]1[CH:4]=[C:5]([CH:46]=[CH:47][CH:48]=1)[CH2:6][NH:7][C:8]([C:10]1[CH:15]=[CH:14][N:13]=[C:12]([C:16]2[CH:21]=[C:20]([O:22][CH:23]([CH3:25])[CH3:24])[CH:19]=[CH:18][C:17]=2[NH:26][C:27]([C:29]2[CH:30]=[C:31]([CH:43]=[CH:44][CH:45]=2)[CH2:32][S:33][CH2:34][CH2:35][C:36]([O:38]C(C)(C)C)=[O:37])=[O:28])[CH:11]=1)=[O:9].FC(F)(F)C(O)=O. The catalyst is ClCCl. The product is [F:50][C:2]([F:1])([F:49])[C:3]1[CH:4]=[C:5]([CH:46]=[CH:47][CH:48]=1)[CH2:6][NH:7][C:8]([C:10]1[CH:15]=[CH:14][N:13]=[C:12]([C:16]2[CH:21]=[C:20]([O:22][CH:23]([CH3:24])[CH3:25])[CH:19]=[CH:18][C:17]=2[NH:26][C:27]([C:29]2[CH:30]=[C:31]([CH:43]=[CH:44][CH:45]=2)[CH2:32][S:33][CH2:34][CH2:35][C:36]([OH:38])=[O:37])=[O:28])[CH:11]=1)=[O:9]. The yield is 0.760.